This data is from Peptide-MHC class II binding affinity with 134,281 pairs from IEDB. The task is: Regression. Given a peptide amino acid sequence and an MHC pseudo amino acid sequence, predict their binding affinity value. This is MHC class II binding data. (1) The peptide sequence is INEPTAAAIAYGLER. The MHC is HLA-DQA10401-DQB10402 with pseudo-sequence HLA-DQA10401-DQB10402. The binding affinity (normalized) is 0.596. (2) The peptide sequence is FFIQSFTMSTALKRL. The MHC is DRB1_0101 with pseudo-sequence DRB1_0101. The binding affinity (normalized) is 0.837. (3) The peptide sequence is SAAPLRTITADTFRK. The MHC is DRB1_1302 with pseudo-sequence DRB1_1302. The binding affinity (normalized) is 0.381. (4) The peptide sequence is EQARKFEEPIWSDFG. The MHC is DRB1_0404 with pseudo-sequence DRB1_0404. The binding affinity (normalized) is 0.393. (5) The peptide sequence is GEIQIVDKIDAAFKI. The MHC is DRB1_1302 with pseudo-sequence DRB1_1302. The binding affinity (normalized) is 0.609. (6) The peptide sequence is AAATAGTTVYGAFMA. The MHC is HLA-DQA10401-DQB10402 with pseudo-sequence HLA-DQA10401-DQB10402. The binding affinity (normalized) is 0.426. (7) The peptide sequence is VAMTKGEGGVWTFDS. The MHC is DRB1_1101 with pseudo-sequence DRB1_1101. The binding affinity (normalized) is 0.670.